From a dataset of Catalyst prediction with 721,799 reactions and 888 catalyst types from USPTO. Predict which catalyst facilitates the given reaction. (1) The catalyst class is: 52. Reactant: [CH2:1]([S:3][C:4]1[C:5]([C:20]([NH:22][C:23]2[C:28]([NH:29][CH3:30])=[CH:27][N:26]=[C:25]([C:31]([F:34])([F:33])[F:32])[CH:24]=2)=O)=[N:6][CH:7]=[C:8]([O:10]CC2C=CC(OC)=CC=2)[CH:9]=1)[CH3:2]. Product: [CH2:1]([S:3][C:4]1[CH:9]=[C:8]([OH:10])[CH:7]=[N:6][C:5]=1[C:20]1[N:29]([CH3:30])[C:28]2[CH:27]=[N:26][C:25]([C:31]([F:34])([F:33])[F:32])=[CH:24][C:23]=2[N:22]=1)[CH3:2]. (2) Reactant: [N-:1]=[N+:2]=[N-:3].[Na+].[CH3:5][C:6]([OH:10])([C:8]#[CH:9])[CH3:7].[CH3:11][N:12]([CH2:14][CH2:15]Cl)[CH3:13].Cl. Product: [CH3:11][N:12]([CH3:13])[CH2:14][CH2:15][N:1]1[C:8]([C:6]([OH:10])([CH3:7])[CH3:5])=[CH:9][N:3]=[N:2]1. The catalyst class is: 6. (3) Reactant: [NH:1]1[CH2:4][CH:3]([C:5]([NH:7][C@H:8]2[CH2:13][C:12]3[CH:14]=[CH:15][CH:16]=[C:17]([C:18]([OH:20])=[O:19])[C:11]=3[O:10][B:9]2[OH:21])=[O:6])[CH2:2]1.[N:22]([C:25]1[CH:33]=[CH:32][C:28]([N:29]([CH3:31])[CH3:30])=[CH:27][CH:26]=1)=[C:23]=[O:24]. Product: [CH3:30][N:29]([CH3:31])[C:28]1[CH:32]=[CH:33][C:25]([NH:22][C:23]([N:1]2[CH2:4][CH:3]([C:5]([NH:7][C@H:8]3[CH2:13][C:12]4[CH:14]=[CH:15][CH:16]=[C:17]([C:18]([OH:20])=[O:19])[C:11]=4[O:10][B:9]3[OH:21])=[O:6])[CH2:2]2)=[O:24])=[CH:26][CH:27]=1. The catalyst class is: 3. (4) Reactant: Br[C:2]1[CH:7]=[C:6]([C:8]([F:11])([F:10])[F:9])[N:5]=[C:4]([Cl:12])[C:3]=1[NH2:13].[F-].[Cs+].[CH2:16]([NH2:23])[C:17]1[CH:22]=[CH:21][CH:20]=[CH:19][CH:18]=1.O. Product: [CH2:16]([NH:23][C:2]1[CH:7]=[C:6]([C:8]([F:11])([F:10])[F:9])[N:5]=[C:4]([Cl:12])[C:3]=1[NH2:13])[C:17]1[CH:22]=[CH:21][CH:20]=[CH:19][CH:18]=1. The catalyst class is: 16. (5) Reactant: [F:1][C:2]1[CH:7]=[CH:6][C:5]([N:8]2[CH2:13][CH2:12][N:11]([C:14]3[N:19]=[CH:18][N:17]([CH2:20][OH:21])[C:16](=[O:22])[N:15]=3)[CH2:10][CH2:9]2)=[CH:4][CH:3]=1.C(N(CC)CC)C.[C:30]1([CH3:50])[CH:35]=[CH:34][C:33]([S:36](O[S:36]([C:33]2[CH:34]=[CH:35][C:30]([CH3:50])=[CH:31][CH:32]=2)(=[O:38])=[O:37])(=[O:38])=[O:37])=[CH:32][CH:31]=1. Product: [CH3:50][C:30]1[CH:35]=[CH:34][C:33]([S:36]([O:21][CH2:20][N:17]2[CH:18]=[N:19][C:14]([N:11]3[CH2:12][CH2:13][N:8]([C:5]4[CH:6]=[CH:7][C:2]([F:1])=[CH:3][CH:4]=4)[CH2:9][CH2:10]3)=[N:15][C:16]2=[O:22])(=[O:38])=[O:37])=[CH:32][CH:31]=1. The catalyst class is: 4. (6) Reactant: [NH2:1][CH2:2][C@H:3]1[O:7][C@@H:6]([N:8]2[CH:15]=[CH:14][C:12](=[O:13])[NH:11][C:9]2=[O:10])[CH2:5][C@@H:4]1[OH:16].[Cl:17][C:18]1[CH:37]=[CH:36][CH:35]=[CH:34][C:19]=1[C:20](Cl)([C:27]1[CH:32]=[CH:31][CH:30]=[CH:29][CH:28]=1)[C:21]1[CH:26]=[CH:25][CH:24]=[CH:23][CH:22]=1. Product: [Cl:17][C:18]1[CH:37]=[CH:36][CH:35]=[CH:34][C:19]=1[C:20]([NH:1][CH2:2][C@H:3]1[O:7][C@@H:6]([N:8]2[CH:15]=[CH:14][C:12](=[O:13])[NH:11][C:9]2=[O:10])[CH2:5][C@@H:4]1[OH:16])([C:21]1[CH:22]=[CH:23][CH:24]=[CH:25][CH:26]=1)[C:27]1[CH:32]=[CH:31][CH:30]=[CH:29][CH:28]=1. The catalyst class is: 17. (7) Reactant: C(OC([N:8]1[CH2:16][C:15]2([CH2:17][C:18]3[CH:23]=[CH:22][C:21]([Br:24])=[CH:20][CH:19]=3)[N:11]([C:12](=[O:34])[N:13]([C:26]3[CH:31]=[C:30]([Cl:32])[CH:29]=[C:28]([Cl:33])[CH:27]=3)[C:14]2=[O:25])[CH2:10][CH2:9]1)=O)(C)(C)C.C(O)(C(F)(F)F)=O. Product: [Br:24][C:21]1[CH:22]=[CH:23][C:18]([CH2:17][C:15]23[C:14](=[O:25])[N:13]([C:26]4[CH:31]=[C:30]([Cl:32])[CH:29]=[C:28]([Cl:33])[CH:27]=4)[C:12](=[O:34])[N:11]2[CH2:10][CH2:9][NH:8][CH2:16]3)=[CH:19][CH:20]=1. The catalyst class is: 2. (8) Reactant: [C:1]1([C:7]2[C:8](=O)[O:9][C:10](=[O:12])[CH:11]=2)[CH:6]=[CH:5][CH:4]=[CH:3][CH:2]=1.S(O)(O)(=O)=O.[NH2:19][NH2:20]. Product: [C:1]1([C:7]2[C:8](=[O:9])[NH:19][NH:20][C:10](=[O:12])[CH:11]=2)[CH:6]=[CH:5][CH:4]=[CH:3][CH:2]=1. The catalyst class is: 6. (9) Reactant: [F:1][C:2]([F:17])([F:16])[O:3][C:4]1[CH:15]=[CH:14][C:7]2[NH:8][C:9](=O)[CH2:10][CH2:11][CH2:12][C:6]=2[CH:5]=1.COC1C=CC(P2(SP(C3C=CC(OC)=CC=3)(=S)S2)=[S:27])=CC=1. Product: [F:1][C:2]([F:17])([F:16])[O:3][C:4]1[CH:15]=[CH:14][C:7]2[NH:8][C:9](=[S:27])[CH2:10][CH2:11][CH2:12][C:6]=2[CH:5]=1. The catalyst class is: 11.